Dataset: Forward reaction prediction with 1.9M reactions from USPTO patents (1976-2016). Task: Predict the product of the given reaction. (1) Given the reactants [CH3:1][O:2][C:3]1[CH:12]=[C:11]([O:13][CH3:14])[CH:10]=[C:9]2[C:4]=1[C:5](=[O:34])[NH:6][C:7]([C:15]1[CH:20]=[CH:19][C:18]([N:21]3[CH2:26][CH2:25][CH:24]([N:27]([CH:31]([CH3:33])[CH3:32])C(=O)C)[CH2:23][CH2:22]3)=[CH:17][CH:16]=1)=[N:8]2.[OH-].[Na+], predict the reaction product. The product is: [CH:31]([NH:27][CH:24]1[CH2:25][CH2:26][N:21]([C:18]2[CH:19]=[CH:20][C:15]([C:7]3[NH:6][C:5](=[O:34])[C:4]4[C:9](=[CH:10][C:11]([O:13][CH3:14])=[CH:12][C:3]=4[O:2][CH3:1])[N:8]=3)=[CH:16][CH:17]=2)[CH2:22][CH2:23]1)([CH3:33])[CH3:32]. (2) Given the reactants ClC1C=CC(S(N[C@@H]2CCCC[C@H]2CO)(=O)=O)=CC=1.C(=O)([O-])[O-].[Cs+].[Cs+].BrCC1C=CC(C2OC=CN=2)=CC=1F.[Cl:40][C:41]1[CH:46]=[CH:45][C:44]([S:47]([N:50]([CH2:59][C:60]2[CH:65]=[CH:64][C:63]([C:66]3[O:67][CH:68]=[CH:69][N:70]=3)=[C:62](F)[C:61]=2[F:72])[C@@H:51]2[CH2:56][CH2:55][CH2:54][CH2:53][C@H:52]2[CH2:57][OH:58])(=[O:49])=[O:48])=[CH:43][CH:42]=1, predict the reaction product. The product is: [Cl:40][C:41]1[CH:46]=[CH:45][C:44]([S:47]([N:50]([CH2:59][C:60]2[CH:65]=[CH:64][C:63]([C:66]3[O:67][CH:68]=[CH:69][N:70]=3)=[CH:62][C:61]=2[F:72])[C@@H:51]2[CH2:56][CH2:55][CH2:54][CH2:53][C@H:52]2[CH2:57][OH:58])(=[O:49])=[O:48])=[CH:43][CH:42]=1.